Predict the reaction yield, written as a fraction of the theoretical maximum amount of product (1.0 means a 100% yield; for example, 0.34 means a 34% yield). From a dataset of Reaction yield outcomes from USPTO patents with 853,638 reactions. (1) The reactants are C([N:8]1[C:13](=[O:14])[C:12]2[C:15]([NH:22][C:23]3[CH:28]=[CH:27][C:26]([N+:29]([O-])=O)=[CH:25][C:24]=3[F:32])=[C:16]([CH3:21])[C:17](=[O:20])[N:18]([CH3:19])[C:11]=2[N:10]=[CH:9]1)C1C=CC=CC=1.C([O-])=O.[NH4+]. The catalyst is O1CCOCC1.[OH-].[Pd+2].[OH-]. The product is [NH2:29][C:26]1[CH:27]=[CH:28][C:23]([NH:22][C:15]2[C:12]3[C:13](=[O:14])[NH:8][CH:9]=[N:10][C:11]=3[N:18]([CH3:19])[C:17](=[O:20])[C:16]=2[CH3:21])=[C:24]([F:32])[CH:25]=1. The yield is 0.670. (2) The reactants are Br[C:2]1[CH:12]=[CH:11][C:5]([C:6]([O:8][CH2:9][CH3:10])=[O:7])=[CH:4][CH:3]=1.[CH3:13][C:14]1[CH:15]=[C:16]([OH:21])[CH:17]=[CH:18][C:19]=1[CH3:20].C([O-])([O-])=O.[Cs+].[Cs+]. The catalyst is C1C=CC=CC=1.C(OCC)(=O)C.C1(C)C=CC=CC=1. The product is [CH3:13][C:14]1[CH:15]=[C:16]([CH:17]=[CH:18][C:19]=1[CH3:20])[O:21][C:2]1[CH:12]=[CH:11][C:5]([C:6]([O:8][CH2:9][CH3:10])=[O:7])=[CH:4][CH:3]=1. The yield is 0.630. (3) The reactants are Cl.[CH3:2][C:3]1([CH3:16])[CH2:8][O:7][C:6]2([CH2:13][CH2:12][CH:11]([NH:14][CH3:15])[CH2:10][CH2:9]2)[O:5][CH2:4]1.[C:25](O[C:25]([O:27][C:28]([CH3:31])([CH3:30])[CH3:29])=[O:26])([O:27][C:28]([CH3:31])([CH3:30])[CH3:29])=[O:26].C(N(CC)CC)C. The catalyst is C1COCC1.CN(C1C=CN=CC=1)C.C([O-])(O)=O.[Na+]. The product is [C:28]([O:27][C:25](=[O:26])[N:14]([CH:11]1[CH2:10][CH2:9][C:6]2([O:5][CH2:4][C:3]([CH3:16])([CH3:2])[CH2:8][O:7]2)[CH2:13][CH2:12]1)[CH3:15])([CH3:29])([CH3:30])[CH3:31]. The yield is 0.910.